From a dataset of NCI-60 drug combinations with 297,098 pairs across 59 cell lines. Regression. Given two drug SMILES strings and cell line genomic features, predict the synergy score measuring deviation from expected non-interaction effect. (1) Drug 1: C1=CN(C(=O)N=C1N)C2C(C(C(O2)CO)O)O.Cl. Drug 2: CC1C(C(CC(O1)OC2CC(CC3=C2C(=C4C(=C3O)C(=O)C5=C(C4=O)C(=CC=C5)OC)O)(C(=O)CO)O)N)O.Cl. Cell line: HL-60(TB). Synergy scores: CSS=52.4, Synergy_ZIP=-7.18, Synergy_Bliss=-9.04, Synergy_Loewe=-15.2, Synergy_HSA=-2.00. (2) Drug 1: C1CC(=O)NC(=O)C1N2CC3=C(C2=O)C=CC=C3N. Drug 2: C1C(C(OC1N2C=NC(=NC2=O)N)CO)O. Cell line: SK-MEL-2. Synergy scores: CSS=18.4, Synergy_ZIP=-1.60, Synergy_Bliss=1.20, Synergy_Loewe=-19.2, Synergy_HSA=3.11. (3) Drug 1: CCCS(=O)(=O)NC1=C(C(=C(C=C1)F)C(=O)C2=CNC3=C2C=C(C=N3)C4=CC=C(C=C4)Cl)F. Drug 2: CCC1(CC2CC(C3=C(CCN(C2)C1)C4=CC=CC=C4N3)(C5=C(C=C6C(=C5)C78CCN9C7C(C=CC9)(C(C(C8N6C)(C(=O)OC)O)OC(=O)C)CC)OC)C(=O)OC)O.OS(=O)(=O)O. Cell line: KM12. Synergy scores: CSS=42.9, Synergy_ZIP=10.2, Synergy_Bliss=8.60, Synergy_Loewe=-59.2, Synergy_HSA=6.19.